Task: Predict the product of the given reaction.. Dataset: Forward reaction prediction with 1.9M reactions from USPTO patents (1976-2016) (1) Given the reactants [CH3:1][C:2]1([CH3:14])[CH2:13][CH2:12][C:5]2=[C:6]([C:9]([OH:11])=[O:10])[S:7][CH:8]=[C:4]2[CH2:3]1.[CH2:15](I)[CH2:16][CH3:17], predict the reaction product. The product is: [CH3:1][C:2]1([CH3:14])[CH2:13][CH2:12][C:5]2=[C:6]([C:9]([OH:11])=[O:10])[S:7][C:8]([CH2:15][CH2:16][CH3:17])=[C:4]2[CH2:3]1. (2) Given the reactants [F:1][C:2]1[CH:7]=[C:6]([I:8])[CH:5]=[CH:4][C:3]=1[NH:9][C:10]1[N:15]([CH3:16])[C:14](=[O:17])[C:13]2[N:18]=[C:19]([CH3:21])[O:20][C:12]=2[C:11]=1[C:22]([O:24]C)=[O:23].CO.O.C([O-])([O-])=O.[K+].[K+], predict the reaction product. The product is: [F:1][C:2]1[CH:7]=[C:6]([I:8])[CH:5]=[CH:4][C:3]=1[NH:9][C:10]1[N:15]([CH3:16])[C:14](=[O:17])[C:13]2[N:18]=[C:19]([CH3:21])[O:20][C:12]=2[C:11]=1[C:22]([OH:24])=[O:23].